Dataset: CYP2C19 inhibition data for predicting drug metabolism from PubChem BioAssay. Task: Regression/Classification. Given a drug SMILES string, predict its absorption, distribution, metabolism, or excretion properties. Task type varies by dataset: regression for continuous measurements (e.g., permeability, clearance, half-life) or binary classification for categorical outcomes (e.g., BBB penetration, CYP inhibition). Dataset: cyp2c19_veith. (1) The result is 1 (inhibitor). The drug is Cc1cc(C)n2nc(SCN3C(=O)c4ccccc4C3=O)nc2n1. (2) The drug is CC(C)(C)OC(=O)NCCc1nnc(SCC(=O)Nc2cccc(Cl)c2)o1. The result is 1 (inhibitor). (3) The compound is NC(=S)c1ccc[n+]([C@@H]2O[C@@H](COP(=O)([O-])OP(=O)(O)OC[C@@H]3O[C@@H](n4cnc5c(N)ncnc54)[C@@H](OP(=O)([O-])O)[C@H]3O)[C@@H](O)[C@H]2O)c1.[Na+]. The result is 0 (non-inhibitor). (4) The drug is [N-]=[N+]=NCC(N)=O. The result is 0 (non-inhibitor). (5) The drug is CCCCC[C@H](O)C=C[C@@H]1[C@H](CCCCCCC(=O)O)C(=O)C[C@H]1O. The result is 0 (non-inhibitor). (6) The molecule is N=C(N)c1ccc(OCCCCCOc2ccc(C(=N)N)cc2)cc1.O=S([O-])OCCO.O=S([O-])OCCO. The result is 0 (non-inhibitor). (7) The drug is CCC(C)NC(=O)C1CCCN(C(=O)NC2CCCCC2)C1. The result is 1 (inhibitor). (8) The compound is O=C1COC(c2ccccc2O)=NN1CCCN1CCCC1. The result is 0 (non-inhibitor). (9) The compound is CCOC(=O)C1=C(C)NC2=C(C(=O)C(C(=O)OCC)C(c3ccc(OC)cc3)C2)C1c1ccccn1. The result is 1 (inhibitor). (10) The drug is CN(C)c1ccc(O)c2c1C[C@H]1C[C@H]3[C@@H](N(C)C)C(=O)C(C(N)=O)=C(O)[C@]3(O)C(=O)C1=C2O. The result is 0 (non-inhibitor).